Dataset: Full USPTO retrosynthesis dataset with 1.9M reactions from patents (1976-2016). Task: Predict the reactants needed to synthesize the given product. (1) Given the product [S:1]1[C:5]2[CH:6]=[CH:7][CH:8]=[CH:9][C:4]=2[CH:3]=[C:2]1[CH:10]([C:33]1[CH:38]=[CH:37][CH:36]=[CH:35][C:34]=1[CH3:39])[NH:11][S:12]([C:15]1[CH:25]=[CH:24][C:18]2[O:19][CH2:20][CH2:21][CH2:22][O:23][C:17]=2[CH:16]=1)(=[O:13])=[O:14], predict the reactants needed to synthesize it. The reactants are: [S:1]1[C:5]2[CH:6]=[CH:7][CH:8]=[CH:9][C:4]=2[CH:3]=[C:2]1[CH:10]=[N:11][S:12]([C:15]1[CH:25]=[CH:24][C:18]2[O:19][CH2:20][CH2:21][CH2:22][O:23][C:17]=2[CH:16]=1)(=[O:14])=[O:13].O1CCCC1.Br[Mg][C:33]1[CH:38]=[CH:37][CH:36]=[CH:35][C:34]=1[CH3:39].C(OCC)C. (2) Given the product [Cl:16][C:17]1[C:18]([C:24]2[N:25]([CH:30]([CH3:32])[CH3:31])[C:26]([CH3:29])=[N:27][CH:28]=2)=[N:19][C:20]([NH:23][C:2]2[CH:14]=[CH:13][C:5]([C:6]([NH:8][CH2:9][C@@H:10]([OH:12])[CH3:11])=[O:7])=[C:4]([F:15])[CH:3]=2)=[N:21][CH:22]=1, predict the reactants needed to synthesize it. The reactants are: Br[C:2]1[CH:14]=[CH:13][C:5]([C:6]([NH:8][CH2:9][C@@H:10]([OH:12])[CH3:11])=[O:7])=[C:4]([F:15])[CH:3]=1.[Cl:16][C:17]1[C:18]([C:24]2[N:25]([CH:30]([CH3:32])[CH3:31])[C:26]([CH3:29])=[N:27][CH:28]=2)=[N:19][C:20]([NH2:23])=[N:21][CH:22]=1. (3) Given the product [CH3:1][C:2]1[CH:3]=[CH:4][C:5]([CH2:6][C:7]2[N:11]=[C:10]([C@H:12]3[CH2:16][CH2:15][C@H:14]([NH2:17])[CH2:13]3)[O:9][N:8]=2)=[CH:25][CH:26]=1, predict the reactants needed to synthesize it. The reactants are: [CH3:1][C:2]1[CH:26]=[CH:25][C:5]([CH2:6][C:7]2[N:11]=[C:10]([C@H:12]3[CH2:16][CH2:15][C@H:14]([NH:17]C(=O)OC(C)(C)C)[CH2:13]3)[O:9][N:8]=2)=[CH:4][CH:3]=1.Cl. (4) The reactants are: Cl[C:2]1[NH:3][C:4]2[N:5]([N:9]=[C:10]([CH3:20])[C:11]=2[C:12]2[CH:17]=[CH:16][C:15]([O:18][CH3:19])=[CH:14][CH:13]=2)[C:6](=[O:8])[CH:7]=1.CC1(C)C(C)(C)OB([C:29]2[CH:30]=[C:31]3[C:36](=[CH:37][CH:38]=2)[N:35]=[CH:34][CH:33]=[CH:32]3)O1.CC(C1C=C(C(C)C)C(C2C=CC=CC=2P(C2CCCCC2)C2CCCCC2)=C(C(C)C)C=1)C.[O-]P([O-])([O-])=O.[K+].[K+].[K+]. Given the product [CH3:19][O:18][C:15]1[CH:16]=[CH:17][C:12]([C:11]2[C:10]([CH3:20])=[N:9][N:5]3[C:6](=[O:8])[CH:7]=[C:2]([C:29]4[CH:30]=[C:31]5[C:36](=[CH:37][CH:38]=4)[N:35]=[CH:34][CH:33]=[CH:32]5)[NH:3][C:4]=23)=[CH:13][CH:14]=1, predict the reactants needed to synthesize it. (5) Given the product [F:1][C:2]1[CH:7]=[CH:6][C:5]([C@@H:8]([NH:10][C:11]2[CH:12]=[C:13]([CH:17]=[C:18]([NH:20][C:21]3[CH:26]=[N:25][CH:24]=[CH:23][N:22]=3)[N:19]=2)[C:14]([N:29]([CH3:30])[CH3:28])=[O:16])[CH3:9])=[CH:4][CH:3]=1, predict the reactants needed to synthesize it. The reactants are: [F:1][C:2]1[CH:7]=[CH:6][C:5]([C@@H:8]([NH:10][C:11]2[CH:12]=[C:13]([CH:17]=[C:18]([NH:20][C:21]3[CH:26]=[N:25][CH:24]=[CH:23][N:22]=3)[N:19]=2)[C:14]([OH:16])=O)[CH3:9])=[CH:4][CH:3]=1.Cl.[CH3:28][NH:29][CH3:30].Cl.C(N=C=NCCCN(C)C)C.ON1C2N=CC=CC=2N=N1.C(N(C(C)C)CC)(C)C. (6) Given the product [NH2:8][C:9]1[C:18]2[N:19]=[C:20]([CH2:27][O:28][CH2:29][CH3:30])[N:21]([CH2:22][C:23]([OH:26])([CH3:25])[CH3:24])[C:17]=2[C:16]2[CH:15]=[CH:14][C:13]([O:31][CH2:32][CH2:33][O:34][CH2:35][CH2:36][O:37][CH2:38][CH2:39][O:40][CH2:41][CH2:42][NH:43][C:44](=[O:67])[CH2:45][CH2:46][SH:47])=[CH:12][C:11]=2[N:10]=1, predict the reactants needed to synthesize it. The reactants are: FC(F)(F)C(O)=O.[NH2:8][C:9]1[C:18]2[N:19]=[C:20]([CH2:27][O:28][CH2:29][CH3:30])[N:21]([CH2:22][C:23]([OH:26])([CH3:25])[CH3:24])[C:17]=2[C:16]2[CH:15]=[CH:14][C:13]([O:31][CH2:32][CH2:33][O:34][CH2:35][CH2:36][O:37][CH2:38][CH2:39][O:40][CH2:41][CH2:42][NH:43][C:44](=[O:67])[CH2:45][CH2:46][S:47]C(C3C=CC=CC=3)(C3C=CC=CC=3)C3C=CC=CC=3)=[CH:12][C:11]=2[N:10]=1.C([SiH](CC)CC)C. (7) Given the product [Br:8][C:7]1[C:2]2[NH:1][C:23](=[O:24])[CH2:22][N:21]=[C:13]([C:15]3[CH:20]=[CH:19][CH:18]=[CH:17][CH:16]=3)[C:3]=2[CH:4]=[C:5]([O:11][CH3:12])[C:6]=1[O:9][CH3:10], predict the reactants needed to synthesize it. The reactants are: [NH2:1][C:2]1[C:7]([Br:8])=[C:6]([O:9][CH3:10])[C:5]([O:11][CH3:12])=[CH:4][C:3]=1[C:13]([C:15]1[CH:20]=[CH:19][CH:18]=[CH:17][CH:16]=1)=O.[NH2:21][CH2:22][C:23](OCC)=[O:24].NCC(OC)=O. (8) Given the product [CH3:27][CH:26]([CH3:28])[CH2:25][S:23]([C:19]1[CH:18]=[C:17]([CH2:16][OH:15])[CH:22]=[CH:21][CH:20]=1)=[O:24], predict the reactants needed to synthesize it. The reactants are: C(SC1C=C(CO)C=CC=1)C(C)C.C[O:15][C:16](=O)[C:17]1[CH:22]=[CH:21][CH:20]=[C:19]([S:23]([CH2:25][CH:26]([CH3:28])[CH3:27])=[O:24])[CH:18]=1.